This data is from Full USPTO retrosynthesis dataset with 1.9M reactions from patents (1976-2016). The task is: Predict the reactants needed to synthesize the given product. (1) Given the product [OH:3][NH:2][C:15](=[NH:16])[C:14]1[CH:17]=[CH:18][C:11]([CH2:10][OH:9])=[CH:12][CH:13]=1, predict the reactants needed to synthesize it. The reactants are: Cl.[NH2:2][OH:3].C(=O)(O)[O-].[Na+].[OH:9][CH2:10][C:11]1[CH:18]=[CH:17][C:14]([C:15]#[N:16])=[CH:13][CH:12]=1. (2) Given the product [Br:1][C:2]1[CH:11]=[C:10]2[C:5]([C:6](=[O:21])[N:7]3[CH2:14][CH:15]4[CH2:20][CH2:19][CH2:18][CH2:17][N:16]4[CH2:12][C:8]3=[N:9]2)=[CH:4][CH:3]=1, predict the reactants needed to synthesize it. The reactants are: [Br:1][C:2]1[CH:11]=[C:10]2[C:5]([C:6](=[O:21])[N:7]([CH2:14][CH:15]3[CH2:20][CH2:19][CH2:18][CH2:17][NH:16]3)[C:8]([CH2:12]Cl)=[N:9]2)=[CH:4][CH:3]=1.C([O-])([O-])=O.[K+].[K+]. (3) Given the product [Cl:1][CH:2]1[C:10](=[C:11]=[N:27][O:25][CH3:26])[C:9]2[C:4](=[CH:5][C:6]([Cl:14])=[C:7]([Cl:13])[CH:8]=2)[N:3]1[C@@H:15]1[O:21][C@H:20]([CH2:22][OH:23])[C@@H:18]([OH:19])[C@H:16]1[OH:17], predict the reactants needed to synthesize it. The reactants are: [Cl:1][C:2]1[N:3]([C@@H:15]2[O:21][C@H:20]([CH2:22][OH:23])[C@@H:18]([OH:19])[C@H:16]2[OH:17])[C:4]2[C:9]([C:10]=1[CH:11]=O)=[CH:8][C:7]([Cl:13])=[C:6]([Cl:14])[CH:5]=2.Cl.[O:25]([NH2:27])[CH3:26].C(=O)(O)[O-].[Na+].CO.O. (4) Given the product [N+:10]([C:13]1[CH:22]=[CH:21][CH:20]=[C:19]2[C:14]=1[NH:15][C:4](=[O:5])[CH:3]=[N:18]2)([O-:12])=[O:11], predict the reactants needed to synthesize it. The reactants are: C[Si](C)(C)[CH2:3][CH2:4][O:5]CCl.[N+:10]([C:13]1[CH:22]=[CH:21][CH:20]=[C:19]2[C:14]=1[N:15]=CC(=O)[NH:18]2)([O-:12])=[O:11]. (5) Given the product [C:1]1([CH2:7][CH2:8][C:9]([N:19]2[CH2:20][CH2:21][CH:22]([CH2:25][N:26]3[C:34]4[C:29](=[N:30][C:31]([C:35]5[CH:36]=[N:37][N:38]([CH:40]6[CH2:45][CH2:44][CH2:43][CH2:42][O:41]6)[CH:39]=5)=[CH:32][CH:33]=4)[CH:28]=[CH:27]3)[CH2:23][CH2:24]2)=[O:10])[CH:6]=[CH:5][CH:4]=[CH:3][CH:2]=1, predict the reactants needed to synthesize it. The reactants are: [C:1]1([CH2:7][CH2:8][C:9](Cl)=[O:10])[CH:6]=[CH:5][CH:4]=[CH:3][CH:2]=1.C(N(CC)CC)C.[NH:19]1[CH2:24][CH2:23][CH:22]([CH2:25][N:26]2[C:34]3[C:29](=[N:30][C:31]([C:35]4[CH:36]=[N:37][N:38]([CH:40]5[CH2:45][CH2:44][CH2:43][CH2:42][O:41]5)[CH:39]=4)=[CH:32][CH:33]=3)[CH:28]=[CH:27]2)[CH2:21][CH2:20]1.CO.ClCCl. (6) Given the product [C:1]([O:4][CH2:5][CH2:6][C:7]1[CH:8]=[CH:9][C:10]([CH2:13][CH2:14][CH2:15][CH2:16][CH2:17][CH2:18][CH2:19][CH3:20])=[CH:11][CH:12]=1)(=[O:3])[CH3:2], predict the reactants needed to synthesize it. The reactants are: [C:1]([O:4][CH2:5][CH2:6][C:7]1[CH:12]=[CH:11][C:10]([C:13](=O)[CH2:14][CH2:15][CH2:16][CH2:17][CH2:18][CH2:19][CH3:20])=[CH:9][CH:8]=1)(=[O:3])[CH3:2].FC(F)(F)C(O)=O.C([SiH](CC)CC)C. (7) Given the product [CH:33]1([C:36]2[C:41]([C:42]3[CH:47]=[CH:46][C:45]([F:48])=[CH:44][CH:43]=3)=[C:40]([F:49])[C:39]([O:50][CH2:51][CH3:52])=[C:38]([CH2:53][N:30]3[CH2:29][CH2:28][CH:27]([N:17]4[CH2:16][CH2:15][C:14]5[N:13]=[C:12]([CH2:10][CH3:11])[C:21]([C:22]([O:24][CH3:25])=[O:23])=[CH:20][C:19]=5[C:18]4=[O:26])[CH2:32][CH2:31]3)[CH:37]=2)[CH2:35][CH2:34]1, predict the reactants needed to synthesize it. The reactants are: C(N(CC)CC)C.Cl.Cl.[CH2:10]([C:12]1[C:21]([C:22]([O:24][CH3:25])=[O:23])=[CH:20][C:19]2[C:18](=[O:26])[N:17]([CH:27]3[CH2:32][CH2:31][NH:30][CH2:29][CH2:28]3)[CH2:16][CH2:15][C:14]=2[N:13]=1)[CH3:11].[CH:33]1([C:36]2[C:41]([C:42]3[CH:47]=[CH:46][C:45]([F:48])=[CH:44][CH:43]=3)=[C:40]([F:49])[C:39]([O:50][CH2:51][CH3:52])=[C:38]([CH:53]=O)[CH:37]=2)[CH2:35][CH2:34]1.[Na]. (8) Given the product [CH2:1]([O:8][C:9]1[CH:17]=[CH:16][CH:15]=[C:14]2[C:10]=1[CH2:11][CH2:12][CH:13]2[C:18]([NH:25][C:24]1[CH:26]=[CH:27][C:28]([O:30][CH3:31])=[CH:29][C:23]=1[O:22][CH3:21])=[O:20])[C:2]1[CH:3]=[CH:4][CH:5]=[CH:6][CH:7]=1, predict the reactants needed to synthesize it. The reactants are: [CH2:1]([O:8][C:9]1[CH:17]=[CH:16][CH:15]=[C:14]2[C:10]=1[CH2:11][CH2:12][CH:13]2[C:18]([OH:20])=O)[C:2]1[CH:7]=[CH:6][CH:5]=[CH:4][CH:3]=1.[CH3:21][O:22][C:23]1[CH:29]=[C:28]([O:30][CH3:31])[CH:27]=[CH:26][C:24]=1[NH2:25]. (9) Given the product [Cl:28][CH2:27][CH2:26][CH2:25][CH2:24][CH2:23][CH2:22][N:10]1[C:11]2[C:16](=[CH:15][CH:14]=[CH:13][CH:12]=2)[C:17]2[CH2:18][CH2:19][O:20][C:7]3[CH:6]=[CH:5][CH:4]=[CH:3][C:8]=3[C:9]1=2, predict the reactants needed to synthesize it. The reactants are: [H-].[Na+].[CH:3]1[C:8]2[C:9]3[NH:10][C:11]4[C:16]([C:17]=3[CH2:18][CH2:19][O:20][C:7]=2[CH:6]=[CH:5][CH:4]=1)=[CH:15][CH:14]=[CH:13][CH:12]=4.Br[CH2:22][CH2:23][CH2:24][CH2:25][CH2:26][CH2:27][Cl:28].O.